Dataset: Reaction yield outcomes from USPTO patents with 853,638 reactions. Task: Predict the reaction yield, written as a fraction of the theoretical maximum amount of product (1.0 means a 100% yield; for example, 0.34 means a 34% yield). (1) The reactants are [OH:1][C:2]1[CH:10]=[CH:9][C:5]([C:6]([OH:8])=[O:7])=[CH:4][C:3]=1[C:11]([OH:13])=[O:12].[CH3:14][C:15]([CH3:17])=O. The catalyst is C(O)(C(F)(F)F)=O.C(OC(C(F)(F)F)=O)(C(F)(F)F)=O. The product is [CH3:14][C:15]1([CH3:17])[O:1][C:2]2[CH:10]=[CH:9][C:5]([C:6]([OH:8])=[O:7])=[CH:4][C:3]=2[C:11](=[O:13])[O:12]1. The yield is 0.770. (2) The reactants are C(N(CC)CC)C.[C:8]([CH2:10][C:11]([C:13]1[CH:22]=[CH:21][C:16]([C:17]([O:19][CH3:20])=[O:18])=[CH:15][CH:14]=1)=[O:12])#[N:9].[S:23]1CC(O)S[CH2:25][CH:24]1O.O. The catalyst is CN(C)C=O.C(O)(=O)C.C(OCC)(=O)C. The product is [NH2:9][C:8]1[S:23][CH:24]=[CH:25][C:10]=1[C:11]([C:13]1[CH:22]=[CH:21][C:16]([C:17]([O:19][CH3:20])=[O:18])=[CH:15][CH:14]=1)=[O:12]. The yield is 0.590. (3) The reactants are [NH2:1][C:2]1[CH:6]=[C:5]([C:7]2[CH:12]=[CH:11][C:10]([O:13][CH2:14][CH3:15])=[CH:9][CH:8]=2)[S:4][C:3]=1[C:16]([O:18]C(C)(C)C)=[O:17].C(N(CC)CC)C.[F:30][C:31]1[CH:39]=[CH:38][CH:37]=[C:36]([F:40])[C:32]=1[C:33](Cl)=[O:34].Cl. The catalyst is ClCCl. The product is [F:30][C:31]1[CH:39]=[CH:38][CH:37]=[C:36]([F:40])[C:32]=1[C:33]([NH:1][C:2]1[CH:6]=[C:5]([C:7]2[CH:8]=[CH:9][C:10]([O:13][CH2:14][CH3:15])=[CH:11][CH:12]=2)[S:4][C:3]=1[C:16]([OH:18])=[O:17])=[O:34]. The yield is 0.940.